This data is from Forward reaction prediction with 1.9M reactions from USPTO patents (1976-2016). The task is: Predict the product of the given reaction. Given the reactants [N:1]([C:4]1[CH:9]=[CH:8][C:7]([S:10]([NH2:13])(=[O:12])=[O:11])=[CH:6][CH:5]=1)=[C:2]=[S:3].[I:14][C:15]1[CH:21]=[CH:20][CH:19]=[CH:18][C:16]=1[NH2:17], predict the reaction product. The product is: [I:14][C:15]1[CH:21]=[CH:20][CH:19]=[CH:18][C:16]=1[NH:17][C:2](=[S:3])[NH:1][C:4]1[CH:5]=[CH:6][C:7]([S:10]([NH2:13])(=[O:11])=[O:12])=[CH:8][CH:9]=1.